Dataset: NCI-60 drug combinations with 297,098 pairs across 59 cell lines. Task: Regression. Given two drug SMILES strings and cell line genomic features, predict the synergy score measuring deviation from expected non-interaction effect. (1) Synergy scores: CSS=26.1, Synergy_ZIP=-13.6, Synergy_Bliss=-9.11, Synergy_Loewe=-4.41, Synergy_HSA=-3.48. Drug 1: C1=CC(=CC=C1CCC2=CNC3=C2C(=O)NC(=N3)N)C(=O)NC(CCC(=O)O)C(=O)O. Drug 2: COC1=CC(=CC(=C1O)OC)C2C3C(COC3=O)C(C4=CC5=C(C=C24)OCO5)OC6C(C(C7C(O6)COC(O7)C8=CC=CS8)O)O. Cell line: BT-549. (2) Drug 1: C1=C(C(=O)NC(=O)N1)F. Drug 2: C#CCC(CC1=CN=C2C(=N1)C(=NC(=N2)N)N)C3=CC=C(C=C3)C(=O)NC(CCC(=O)O)C(=O)O. Cell line: SN12C. Synergy scores: CSS=20.4, Synergy_ZIP=-1.39, Synergy_Bliss=-2.62, Synergy_Loewe=-1.81, Synergy_HSA=-1.58. (3) Drug 1: CCN(CC)CCNC(=O)C1=C(NC(=C1C)C=C2C3=C(C=CC(=C3)F)NC2=O)C. Drug 2: C1=NC2=C(N1)C(=S)N=CN2. Cell line: RPMI-8226. Synergy scores: CSS=34.6, Synergy_ZIP=-1.67, Synergy_Bliss=0.314, Synergy_Loewe=2.02, Synergy_HSA=2.77. (4) Drug 1: CCC1=C2CN3C(=CC4=C(C3=O)COC(=O)C4(CC)O)C2=NC5=C1C=C(C=C5)O. Drug 2: CC1=C(N=C(N=C1N)C(CC(=O)N)NCC(C(=O)N)N)C(=O)NC(C(C2=CN=CN2)OC3C(C(C(C(O3)CO)O)O)OC4C(C(C(C(O4)CO)O)OC(=O)N)O)C(=O)NC(C)C(C(C)C(=O)NC(C(C)O)C(=O)NCCC5=NC(=CS5)C6=NC(=CS6)C(=O)NCCC[S+](C)C)O. Cell line: SF-539. Synergy scores: CSS=68.3, Synergy_ZIP=-7.04, Synergy_Bliss=-4.89, Synergy_Loewe=-3.67, Synergy_HSA=0.655. (5) Drug 1: CC1=C(C(CCC1)(C)C)C=CC(=CC=CC(=CC(=O)O)C)C. Drug 2: CC1C(C(CC(O1)OC2CC(CC3=C2C(=C4C(=C3O)C(=O)C5=CC=CC=C5C4=O)O)(C(=O)C)O)N)O. Cell line: 786-0. Synergy scores: CSS=40.3, Synergy_ZIP=2.02, Synergy_Bliss=-0.620, Synergy_Loewe=-24.9, Synergy_HSA=-0.0222. (6) Drug 1: CC1C(C(CC(O1)OC2CC(CC3=C2C(=C4C(=C3O)C(=O)C5=C(C4=O)C(=CC=C5)OC)O)(C(=O)C)O)N)O.Cl. Drug 2: N.N.Cl[Pt+2]Cl. Cell line: NCI-H322M. Synergy scores: CSS=-2.10, Synergy_ZIP=-0.764, Synergy_Bliss=-1.65, Synergy_Loewe=-5.16, Synergy_HSA=-2.93. (7) Drug 1: CC1C(C(=O)NC(C(=O)N2CCCC2C(=O)N(CC(=O)N(C(C(=O)O1)C(C)C)C)C)C(C)C)NC(=O)C3=C4C(=C(C=C3)C)OC5=C(C(=O)C(=C(C5=N4)C(=O)NC6C(OC(=O)C(N(C(=O)CN(C(=O)C7CCCN7C(=O)C(NC6=O)C(C)C)C)C)C(C)C)C)N)C. Drug 2: CC1=C(C=C(C=C1)NC(=O)C2=CC=C(C=C2)CN3CCN(CC3)C)NC4=NC=CC(=N4)C5=CN=CC=C5. Cell line: KM12. Synergy scores: CSS=6.62, Synergy_ZIP=4.36, Synergy_Bliss=1.04, Synergy_Loewe=4.35, Synergy_HSA=4.43. (8) Drug 1: CNC(=O)C1=CC=CC=C1SC2=CC3=C(C=C2)C(=NN3)C=CC4=CC=CC=N4. Drug 2: CC(C)(C#N)C1=CC(=CC(=C1)CN2C=NC=N2)C(C)(C)C#N. Cell line: UO-31. Synergy scores: CSS=2.10, Synergy_ZIP=-1.23, Synergy_Bliss=-1.71, Synergy_Loewe=-2.24, Synergy_HSA=-1.69. (9) Drug 1: CC1=CC=C(C=C1)C2=CC(=NN2C3=CC=C(C=C3)S(=O)(=O)N)C(F)(F)F. Drug 2: COCCOC1=C(C=C2C(=C1)C(=NC=N2)NC3=CC=CC(=C3)C#C)OCCOC.Cl. Cell line: MOLT-4. Synergy scores: CSS=-8.07, Synergy_ZIP=8.31, Synergy_Bliss=0.712, Synergy_Loewe=-3.93, Synergy_HSA=-3.93. (10) Drug 1: C1=CN(C=N1)CC(O)(P(=O)(O)O)P(=O)(O)O. Drug 2: CN(CC1=CN=C2C(=N1)C(=NC(=N2)N)N)C3=CC=C(C=C3)C(=O)NC(CCC(=O)O)C(=O)O. Cell line: RXF 393. Synergy scores: CSS=28.9, Synergy_ZIP=-1.65, Synergy_Bliss=1.03, Synergy_Loewe=-9.02, Synergy_HSA=1.25.